Task: Predict the reaction yield, written as a fraction of the theoretical maximum amount of product (1.0 means a 100% yield; for example, 0.34 means a 34% yield).. Dataset: Reaction yield outcomes from USPTO patents with 853,638 reactions (1) The reactants are C(N(C(C)C)CC)(C)C.[CH3:10][C:11]1[NH:15][N:14]=[C:13]([NH:16][C:17]2[CH:22]=[C:21]([N:23]3[CH2:28][CH2:27][CH:26]([N:29]4[CH2:34][CH2:33][CH2:32][CH2:31][CH2:30]4)[CH2:25][CH2:24]3)[N:20]=[C:19]([CH:35]=[CH:36][C:37]3[CH:42]=[CH:41][CH:40]=[CH:39][CH:38]=3)[N:18]=2)[CH:12]=1.N1(C2CCNCC2)CCCCC1. No catalyst specified. The yield is 0.530. The product is [N:29]1([CH:26]2[CH2:27][CH2:28][N:23]([C:21]3[N:20]=[C:19](/[CH:35]=[CH:36]/[C:37]4[CH:38]=[CH:39][CH:40]=[CH:41][CH:42]=4)[N:18]=[C:17]([NH:16][C:13]4[CH:12]=[C:11]([CH3:10])[NH:15][N:14]=4)[CH:22]=3)[CH2:24][CH2:25]2)[CH2:30][CH2:31][CH2:32][CH2:33][CH2:34]1. (2) The reactants are [CH3:1][C:2]1[N:6]=[C:5]([C:7]2[N:8]=[C:9]3[N:19]([CH:20]=2)[CH2:18][CH2:17][O:16][C:15]2[C:10]3=[CH:11][CH:12]=[C:13]([C:21]3[CH:22]=[N:23][N:24]([CH3:32])[C:25]=3[CH:26]3[CH2:31][CH2:30][CH2:29][NH:28][CH2:27]3)[CH:14]=2)[N:4]([CH:33]([CH3:35])[CH3:34])[N:3]=1.Br[C:37]([CH3:44])([CH3:43])[C:38]([O:40][CH2:41][CH3:42])=[O:39].O. The catalyst is CC#N. The product is [CH3:43][C:37]([N:28]1[CH2:29][CH2:30][CH2:31][CH:26]([C:25]2[N:24]([CH3:32])[N:23]=[CH:22][C:21]=2[C:13]2[CH:14]=[C:15]3[C:10](=[CH:11][CH:12]=2)[C:9]2[N:19]([CH:20]=[C:7]([C:5]4[N:4]([CH:33]([CH3:35])[CH3:34])[N:3]=[C:2]([CH3:1])[N:6]=4)[N:8]=2)[CH2:18][CH2:17][O:16]3)[CH2:27]1)([CH3:44])[C:38]([O:40][CH2:41][CH3:42])=[O:39]. The yield is 0.470. (3) The reactants are [CH2:1]([N:3]1[C:7]([N:8]2[CH2:14][CH2:13][CH2:12][C@@H:11]([NH:15][C:16](=[O:21])[C:17]([F:20])([F:19])[F:18])[CH2:10][CH2:9]2)=[C:6]([N+:22]([O-])=O)[CH:5]=[N:4]1)[CH3:2].[C:25]([O:29][C:30]([NH:32][C:33]1[S:37][C:36]([C:38]2[C:43]([F:44])=[CH:42][CH:41]=[CH:40][C:39]=2[F:45])=[N:35][C:34]=1[C:46](O)=[O:47])=[O:31])([CH3:28])([CH3:27])[CH3:26]. No catalyst specified. The product is [F:45][C:39]1[CH:40]=[CH:41][CH:42]=[C:43]([F:44])[C:38]=1[C:36]1[S:37][C:33]([NH:32][C:30](=[O:31])[O:29][C:25]([CH3:27])([CH3:26])[CH3:28])=[C:34]([C:46](=[O:47])[NH:22][C:6]2[CH:5]=[N:4][N:3]([CH2:1][CH3:2])[C:7]=2[N:8]2[CH2:14][CH2:13][CH2:12][C@@H:11]([NH:15][C:16](=[O:21])[C:17]([F:20])([F:19])[F:18])[CH2:10][CH2:9]2)[N:35]=1. The yield is 0.760. (4) The reactants are Cl[C:2]1[C:11]2[C:6](=[CH:7][C:8]([S:12]([N:15]([CH2:22][C:23]3[CH:28]=[CH:27][C:26]([O:29][CH3:30])=[CH:25][CH:24]=3)[C:16]3[CH:21]=[CH:20][N:19]=[CH:18][N:17]=3)(=[O:14])=[O:13])=[CH:9][CH:10]=2)[CH:5]=[CH:4][N:3]=1.[Cl:31][C:32]1[CH:37]=[CH:36][C:35](B(O)O)=[C:34]([O:41][CH3:42])[CH:33]=1.C(=O)([O-])[O-].[K+].[K+]. The yield is 0.910. The catalyst is C1C=CC([P]([Pd]([P](C2C=CC=CC=2)(C2C=CC=CC=2)C2C=CC=CC=2)([P](C2C=CC=CC=2)(C2C=CC=CC=2)C2C=CC=CC=2)[P](C2C=CC=CC=2)(C2C=CC=CC=2)C2C=CC=CC=2)(C2C=CC=CC=2)C2C=CC=CC=2)=CC=1. The product is [Cl:31][C:32]1[CH:37]=[CH:36][C:35]([C:2]2[C:11]3[C:6](=[CH:7][C:8]([S:12]([N:15]([CH2:22][C:23]4[CH:28]=[CH:27][C:26]([O:29][CH3:30])=[CH:25][CH:24]=4)[C:16]4[CH:21]=[CH:20][N:19]=[CH:18][N:17]=4)(=[O:13])=[O:14])=[CH:9][CH:10]=3)[CH:5]=[CH:4][N:3]=2)=[C:34]([O:41][CH3:42])[CH:33]=1. (5) The reactants are [F:1][C:2]1[CH:8]=[C:7]([O:9][CH:10]2[CH2:15][CH2:14][N:13]([CH2:16][CH2:17][F:18])[CH2:12][CH2:11]2)[CH:6]=[CH:5][C:3]=1[NH2:4].Cl[C:20]1[N:29]=[CH:28][C:27]2[C:22](=[C:23]([C:30]3[CH:31]=[C:32]([NH:36][C:37](=[O:40])[CH:38]=[CH2:39])[CH:33]=[CH:34][CH:35]=3)[CH:24]=[CH:25][CH:26]=2)[N:21]=1.C(O)(C(F)(F)F)=O. The catalyst is CCCCO. The product is [F:1][C:2]1[CH:8]=[C:7]([O:9][CH:10]2[CH2:11][CH2:12][N:13]([CH2:16][CH2:17][F:18])[CH2:14][CH2:15]2)[CH:6]=[CH:5][C:3]=1[NH:4][C:20]1[N:29]=[CH:28][C:27]2[C:22](=[C:23]([C:30]3[CH:31]=[C:32]([NH:36][C:37](=[O:40])[CH:38]=[CH2:39])[CH:33]=[CH:34][CH:35]=3)[CH:24]=[CH:25][CH:26]=2)[N:21]=1. The yield is 0.173. (6) The reactants are [C:1]([N:6]1[CH2:11][CH2:10][N:9]([C:12]([C:14]2[CH:21]=[CH:20]C(C=O)=CC=2)=[O:13])[CH2:8][CH2:7]1)(=[O:5])[CH:2]([CH3:4])[CH3:3].[CH2:22]([O:24][CH:25]([O:44][CH2:45][CH3:46])[C:26]1[CH:43]=[CH:42][C:29](/[CH:30]=[N:31]/[C:32]2[CH:40]=[CH:39][CH:38]=[C:37]3[C:33]=2[CH2:34][O:35][C:36]3=[O:41])=[CH:28][CH:27]=1)[CH3:23].[CH3:47][O-:48].[Na+].CO. The catalyst is C(OCC)(=O)CC. The product is [CH2:22]([O:24][CH:25]([O:44][CH2:45][CH3:46])[C:26]1[CH:27]=[CH:28][C:29]([CH:30]2[CH:20]([C:21]3[CH:14]=[CH:12][C:14]([C:12]([N:9]4[CH2:8][CH2:7][N:6]([C:1](=[O:5])[CH:2]([CH3:3])[CH3:4])[CH2:11][CH2:10]4)=[O:13])=[CH:21][CH:20]=3)[C:47](=[O:48])[C:33]3[C:37]([C:36]([O:35][CH3:34])=[O:41])=[CH:38][CH:39]=[CH:40][C:32]=3[NH:31]2)=[CH:42][CH:43]=1)[CH3:23]. The yield is 0.250. (7) The reactants are [CH2:1]([O:5][C:6]1[CH:11]=[CH:10][C:9]([CH2:12][CH2:13][CH2:14][OH:15])=[C:8]([O:16][C:17]2[C:22]([Cl:23])=[CH:21][C:20]([C:24]([F:27])([F:26])[F:25])=[CH:19][N:18]=2)[CH:7]=1)[CH2:2][CH2:3][CH3:4].Cl[S:29]([N:32]=[C:33]=[O:34])(=[O:31])=[O:30].N1C=CC=CC=1.[CH:41]([O:44][CH2:45][CH2:46][NH2:47])([CH3:43])[CH3:42]. The catalyst is C1(C)C=CC=CC=1.O. The product is [CH:41]([O:44][CH2:45][CH2:46][NH:47][S:29]([NH:32][C:33](=[O:34])[O:15][CH2:14][CH2:13][CH2:12][C:9]1[CH:10]=[CH:11][C:6]([O:5][CH2:1][CH2:2][CH2:3][CH3:4])=[CH:7][C:8]=1[O:16][C:17]1[C:22]([Cl:23])=[CH:21][C:20]([C:24]([F:27])([F:26])[F:25])=[CH:19][N:18]=1)(=[O:31])=[O:30])([CH3:43])[CH3:42]. The yield is 0.610. (8) The yield is 0.730. The reactants are Br[CH2:2][C:3]([CH3:5])=[CH2:4].[CH2:6]([O:8][C:9](=[O:16])[C:10]([C:12]([F:15])([F:14])[F:13])=[O:11])[CH3:7].[NH4+].[Cl-]. The catalyst is C1COCC1.[Cl-].[Cl-].[Zn+2]. The product is [CH2:6]([O:8][C:9](=[O:16])[C:10]([OH:11])([C:12]([F:13])([F:15])[F:14])[CH:2]=[C:3]([CH3:5])[CH3:4])[CH3:7]. (9) The product is [N:11]([CH2:2][C:3]([C:5]1[CH:10]=[CH:9][CH:8]=[CH:7][CH:6]=1)=[O:4])=[N+:12]=[N-:13]. The yield is 0.740. The catalyst is CC(C)=O.O. The reactants are Br[CH2:2][C:3]([C:5]1[CH:10]=[CH:9][CH:8]=[CH:7][CH:6]=1)=[O:4].[N-:11]=[N+:12]=[N-:13].[Na+]. (10) The reactants are [H-].[Na+].[C:3]1([C:9]2[CH:13]=[CH:12][NH:11][N:10]=2)[CH:8]=[CH:7][CH:6]=[CH:5][CH:4]=1.IC.[CH3:16]N1C=CC(C2C=CC=CC=2)=N1. The catalyst is C1COCC1.O. The product is [CH3:16][N:10]1[C:9]([C:3]2[CH:4]=[CH:5][CH:6]=[CH:7][CH:8]=2)=[CH:13][CH:12]=[N:11]1. The yield is 0.950.